This data is from Peptide-MHC class I binding affinity with 185,985 pairs from IEDB/IMGT. The task is: Regression. Given a peptide amino acid sequence and an MHC pseudo amino acid sequence, predict their binding affinity value. This is MHC class I binding data. (1) The peptide sequence is RRYASQTEL. The MHC is HLA-B27:20 with pseudo-sequence HLA-B27:20. The binding affinity (normalized) is 1.00. (2) The peptide sequence is EIIELTRTL. The MHC is HLA-B35:01 with pseudo-sequence HLA-B35:01. The binding affinity (normalized) is 0.0847. (3) The peptide sequence is EIVAEYITY. The MHC is HLA-B35:01 with pseudo-sequence HLA-B35:01. The binding affinity (normalized) is 0.820. (4) The peptide sequence is RYRRLIQIL. The MHC is HLA-B35:01 with pseudo-sequence HLA-B35:01. The binding affinity (normalized) is 0.0847. (5) The peptide sequence is FIVEHINAM. The MHC is HLA-B46:01 with pseudo-sequence HLA-B46:01. The binding affinity (normalized) is 0.497. (6) The peptide sequence is VPEFAKQYVL. The MHC is Patr-B1301 with pseudo-sequence Patr-B1301. The binding affinity (normalized) is 0.840. (7) The peptide sequence is YLAPGPVTA. The MHC is HLA-A02:01 with pseudo-sequence HLA-A02:01. The binding affinity (normalized) is 0.794. (8) The peptide sequence is PRFGSCYFL. The MHC is HLA-B08:03 with pseudo-sequence HLA-B08:03. The binding affinity (normalized) is 0.0847. (9) The peptide sequence is RPRPRTPEW. The MHC is HLA-B40:01 with pseudo-sequence HLA-B40:01. The binding affinity (normalized) is 0.213.